Dataset: Catalyst prediction with 721,799 reactions and 888 catalyst types from USPTO. Task: Predict which catalyst facilitates the given reaction. (1) Reactant: Cl[C:2]1[N:7]=[C:6]([CH2:8][CH2:9][C:10]2[CH:15]=[CH:14][CH:13]=[CH:12][C:11]=2[C:16]2([C:19]([NH2:21])=[O:20])[CH2:18][CH2:17]2)[C:5]([Cl:22])=[CH:4][N:3]=1.[NH2:23][C:24]1[CH:29]=[CH:28][CH:27]=[CH:26][CH:25]=1.C1(C)C=CC(S(O)(=O)=O)=CC=1. Product: [Cl:22][C:5]1[C:6]([CH2:8][CH2:9][C:10]2[CH:15]=[CH:14][CH:13]=[CH:12][C:11]=2[C:16]2([C:19]([NH2:21])=[O:20])[CH2:18][CH2:17]2)=[N:7][C:2]([NH:23][C:24]2[CH:29]=[CH:28][CH:27]=[CH:26][CH:25]=2)=[N:3][CH:4]=1. The catalyst class is: 12. (2) Product: [CH2:14]([O:3][C:4]1[CH:12]=[CH:11][C:7]([C:8]([O:10][CH2:8][C:7]2[CH:11]=[CH:12][CH:4]=[CH:5][CH:6]=2)=[O:9])=[CH:6][C:5]=1[I:13])[C:15]1[CH:20]=[CH:19][CH:18]=[CH:17][CH:16]=1. The catalyst class is: 885. Reactant: [H-].[Na+].[OH:3][C:4]1[CH:12]=[CH:11][C:7]([C:8]([OH:10])=[O:9])=[CH:6][C:5]=1[I:13].[CH2:14](Br)[C:15]1[CH:20]=[CH:19][CH:18]=[CH:17][CH:16]=1. (3) Reactant: [CH3:1][O:2][C:3]1[CH:4]=[C:5]2[C:10](=[CH:11][C:12]=1[O:13][CH3:14])[N:9]=[CH:8][N:7]=[C:6]2[O:15][C:16]1[CH:22]=[CH:21][C:19]([NH2:20])=[CH:18][CH:17]=1.[F:23][C:24]1[CH:29]=[CH:28][C:27]([N:30]=[C:31]=[O:32])=[CH:26][CH:25]=1.CO. Product: [CH3:1][O:2][C:3]1[CH:4]=[C:5]2[C:10](=[CH:11][C:12]=1[O:13][CH3:14])[N:9]=[CH:8][N:7]=[C:6]2[O:15][C:16]1[CH:22]=[CH:21][C:19]([NH:20][C:31]([NH:30][C:27]2[CH:28]=[CH:29][C:24]([F:23])=[CH:25][CH:26]=2)=[O:32])=[CH:18][CH:17]=1. The catalyst class is: 22. (4) Reactant: Cl.Cl.[Cl:3][C:4]1[CH:26]=[C:25]([F:27])[CH:24]=[CH:23][C:5]=1[C:6]([NH:8][C:9]1[CH:14]=[CH:13][CH:12]=[C:11]([NH:15][CH:16]2[CH2:21][CH2:20][N:19]([CH3:22])[CH2:18][CH2:17]2)[CH:10]=1)=[O:7].[CH:28]1([C:31](Cl)=[O:32])[CH2:30][CH2:29]1. Product: [ClH:3].[Cl:3][C:4]1[CH:26]=[C:25]([F:27])[CH:24]=[CH:23][C:5]=1[C:6]([NH:8][C:9]1[CH:14]=[CH:13][CH:12]=[C:11]([N:15]([C:31]([CH:28]2[CH2:30][CH2:29]2)=[O:32])[CH:16]2[CH2:17][CH2:18][N:19]([CH3:22])[CH2:20][CH2:21]2)[CH:10]=1)=[O:7]. The catalyst class is: 12.